The task is: Predict the reaction yield, written as a fraction of the theoretical maximum amount of product (1.0 means a 100% yield; for example, 0.34 means a 34% yield).. This data is from Reaction yield outcomes from USPTO patents with 853,638 reactions. (1) The reactants are [Cl-].O[NH3+:3].[C:4](=[O:7])([O-])[OH:5].[Na+].CS(C)=O.[Si]([O:20][CH2:21][C:22]([CH3:59])([CH3:58])[O:23][C:24]1[CH:29]=[CH:28][C:27]([C:30]2[C:35](=[O:36])[N:34]([CH2:37][C:38]3[CH:43]=[CH:42][C:41]([C:44]4[C:45]([C:50]#[N:51])=[CH:46][CH:47]=[CH:48][CH:49]=4)=[CH:40][C:39]=3[F:52])[C:33]([CH2:53][CH2:54][CH3:55])=[N:32][C:31]=2[CH2:56][CH3:57])=[CH:26][CH:25]=1)(C(C)(C)C)(C)C. The catalyst is C(OCC)(=O)C. The product is [CH2:56]([C:31]1[N:32]=[C:33]([CH2:53][CH2:54][CH3:55])[N:34]([CH2:37][C:38]2[CH:43]=[CH:42][C:41]([C:44]3[CH:49]=[CH:48][CH:47]=[CH:46][C:45]=3[C:50]3[NH:51][C:4](=[O:7])[O:5][N:3]=3)=[CH:40][C:39]=2[F:52])[C:35](=[O:36])[C:30]=1[C:27]1[CH:26]=[CH:25][C:24]([O:23][C:22]([CH3:59])([CH3:58])[CH2:21][OH:20])=[CH:29][CH:28]=1)[CH3:57]. The yield is 0.820. (2) The reactants are [C:1]([O:5][C:6]([N:8]1[CH2:13][CH2:12][C:11](=O)[CH:10]([C:15](=O)[C:16]2[CH:21]=[CH:20][C:19]([CH3:22])=[CH:18][CH:17]=2)[CH2:9]1)=[O:7])([CH3:4])([CH3:3])[CH3:2].FC(F)(F)C(O)=O.[N:31]1([C:36]([NH2:38])=[NH:37])[CH2:35][CH2:34][CH2:33][CH2:32]1.CC(C)([O-])C.[Na+]. The catalyst is CC(O)(C)C.O. The product is [C:1]([O:5][C:6]([N:8]1[CH2:13][CH2:12][C:11]2[N:37]=[C:36]([N:31]3[CH2:35][CH2:34][CH2:33][CH2:32]3)[N:38]=[C:15]([C:16]3[CH:21]=[CH:20][C:19]([CH3:22])=[CH:18][CH:17]=3)[C:10]=2[CH2:9]1)=[O:7])([CH3:4])([CH3:3])[CH3:2]. The yield is 0.290.